Dataset: Full USPTO retrosynthesis dataset with 1.9M reactions from patents (1976-2016). Task: Predict the reactants needed to synthesize the given product. (1) Given the product [Cl:26][C:27]1[CH:35]=[CH:34][C:30]([C:31]([NH:1][CH2:2][C:3]2([CH3:16])[CH2:8][CH2:7][N:6]([C:9]([O:11][C:12]([CH3:15])([CH3:14])[CH3:13])=[O:10])[CH2:5][CH2:4]2)=[O:32])=[CH:29][CH:28]=1, predict the reactants needed to synthesize it. The reactants are: [NH2:1][CH2:2][C:3]1([CH3:16])[CH2:8][CH2:7][N:6]([C:9]([O:11][C:12]([CH3:15])([CH3:14])[CH3:13])=[O:10])[CH2:5][CH2:4]1.CCN(C(C)C)C(C)C.[Cl:26][C:27]1[CH:35]=[CH:34][C:30]([C:31](Cl)=[O:32])=[CH:29][CH:28]=1. (2) Given the product [CH:18]1([NH:21][C:22]([C:24]2[S:37][C:27]3=[N:28][C:29]([O:7][CH2:1][CH2:2][O:3][CH2:4][CH2:5][OH:6])=[C:30]([Cl:33])[C:31]([CH3:32])=[C:26]3[C:25]=2[NH2:38])=[O:23])[CH2:20][CH2:19]1, predict the reactants needed to synthesize it. The reactants are: [CH2:1]([OH:7])[CH2:2][O:3][CH2:4][CH2:5][OH:6].C[Si]([N-][Si](C)(C)C)(C)C.[Li+].[CH:18]1([NH:21][C:22]([C:24]2[S:37][C:27]3=[N:28][C:29](S(C)=O)=[C:30]([Cl:33])[C:31]([CH3:32])=[C:26]3[C:25]=2[NH2:38])=[O:23])[CH2:20][CH2:19]1. (3) Given the product [N:44]1[CH:45]=[CH:46][C:41]([CH2:40][C@H:39]2[NH:47][C:48](=[O:76])[CH2:49][C@H:50](/[CH:51]=[CH:52]/[CH2:53][CH2:54][S:55][C:56]([C:57]3[CH:58]=[CH:59][CH:60]=[CH:61][CH:62]=3)([C:63]3[CH:64]=[CH:65][CH:66]=[CH:67][CH:68]=3)[C:69]3[CH:74]=[CH:73][CH:72]=[CH:71][CH:70]=3)[O:2][C:5](=[O:4])[CH2:6][NH:7][C:8](=[O:9])[C:10]3([CH2:12][CH2:11]3)[NH:13][C:14](=[O:78])[C@@H:15]([CH2:16][S:17][C:18]([C:25]3[CH:30]=[CH:29][CH:28]=[CH:27][CH:26]=3)([C:31]3[CH:32]=[CH:33][CH:34]=[CH:35][CH:36]=3)[C:19]3[CH:24]=[CH:23][CH:22]=[CH:21][CH:20]=3)[NH:37][C:38]2=[O:77])=[CH:42][CH:43]=1, predict the reactants needed to synthesize it. The reactants are: [Li+].[OH-:2].C[O:4][C:5](=O)[CH2:6][NH:7][C:8]([C:10]1([NH:13][C:14](=[O:78])[C@H:15]([NH:37][C:38](=[O:77])[C@H:39]([NH:47][C:48](=[O:76])[CH2:49][C@H:50](O)/[CH:51]=[CH:52]/[CH2:53][CH2:54][S:55][C:56]([C:69]2[CH:74]=[CH:73][CH:72]=[CH:71][CH:70]=2)([C:63]2[CH:68]=[CH:67][CH:66]=[CH:65][CH:64]=2)[C:57]2[CH:62]=[CH:61][CH:60]=[CH:59][CH:58]=2)[CH2:40][C:41]2[CH:46]=[CH:45][N:44]=[CH:43][CH:42]=2)[CH2:16][S:17][C:18]([C:31]2[CH:36]=[CH:35][CH:34]=[CH:33][CH:32]=2)([C:25]2[CH:30]=[CH:29][CH:28]=[CH:27][CH:26]=2)[C:19]2[CH:24]=[CH:23][CH:22]=[CH:21][CH:20]=2)[CH2:12][CH2:11]1)=[O:9].Cl.CC1C=CC=C([N+]([O-])=O)C=1C(OC(=O)C1C([N+]([O-])=O)=CC=CC=1C)=O. (4) The reactants are: [I:1][C:2]1[O:3][C:4]([C:7]2[CH:12]=[CH:11]N=CC=2)=[CH:5][N:6]=1.[N:13]1C=CC=[CH:15][C:14]=1C1OC=NC=1. Given the product [I:1][C:2]1[O:3][C:4]([C:7]2[CH:12]=[CH:11][CH:15]=[CH:14][N:13]=2)=[CH:5][N:6]=1, predict the reactants needed to synthesize it. (5) Given the product [Br:1][C:2]1[CH:7]=[CH:6][C:5]([C:10]#[N:12])=[N:4][C:3]=1[CH3:9], predict the reactants needed to synthesize it. The reactants are: [Br:1][C:2]1[C:3]([CH3:9])=[N:4][C:5](I)=[CH:6][CH:7]=1.[C:10](#[N:12])C.[Cu](C#N)C#N.[C-]#N.[Na+]. (6) The reactants are: [NH2:1][C@H:2]1[CH2:7][CH2:6][C@H:5]([CH2:8][NH:9][C:10](=[O:25])[C:11]2[CH:16]=[C:15]([C:17]([F:20])([F:19])[F:18])[CH:14]=[C:13]([C:21]([F:24])([F:23])[F:22])[CH:12]=2)[CH2:4][CH2:3]1.O=[CH:27][CH2:28][NH:29][C:30](=[O:36])[O:31][C:32]([CH3:35])([CH3:34])[CH3:33].CC(O)=O.[BH-](OC(C)=O)(OC(C)=O)OC(C)=O.[Na+]. Given the product [F:18][C:17]([F:19])([F:20])[C:15]1[CH:16]=[C:11]([CH:12]=[C:13]([C:21]([F:22])([F:23])[F:24])[CH:14]=1)[C:10]([NH:9][CH2:8][C@H:5]1[CH2:4][CH2:3][C@H:2]([NH:1][CH2:27][CH2:28][NH:29][C:30](=[O:36])[O:31][C:32]([CH3:35])([CH3:34])[CH3:33])[CH2:7][CH2:6]1)=[O:25], predict the reactants needed to synthesize it. (7) Given the product [NH2:10][C:7]1[CH:6]=[C:5]2[C:4]([C:1](=[O:3])[CH:2]=[C:15]([C:16]([O:18][CH2:19][CH3:20])=[O:17])[O:14]2)=[CH:9][CH:8]=1, predict the reactants needed to synthesize it. The reactants are: [C:1]([C:4]1[CH:9]=[CH:8][C:7]([NH:10]C(=O)C)=[CH:6][C:5]=1[OH:14])(=[O:3])[CH3:2].[C:15](OCC)(=O)[C:16]([O:18][CH2:19][CH3:20])=[O:17].[O-]CC.[Na+].Cl. (8) Given the product [CH2:7]([C:1]12[CH2:26][CH:4]([CH2:5][CH2:6]1)[CH:3]=[CH:2]2)[CH2:19][CH2:18][CH2:8][CH2:9][CH2:10][CH2:11][CH2:12][CH2:13][CH3:14], predict the reactants needed to synthesize it. The reactants are: [C:1]1([CH3:7])[CH:6]=[CH:5][CH:4]=[CH:3][CH:2]=1.[CH2:8]([CH:18]1CC2C[CH:19]1C=C2)[CH2:9][CH2:10][CH2:11][CH2:12][CH2:13][CH2:14]CCC.Cl[CH2:26]Cl. (9) Given the product [F:12][C:3]1[C:2]([B:13]2[O:17][C:16]([CH3:19])([CH3:18])[C:15]([CH3:21])([CH3:20])[O:14]2)=[CH:7][C:6]([C:8]([F:11])([F:10])[F:9])=[CH:5][N:4]=1, predict the reactants needed to synthesize it. The reactants are: Cl[C:2]1[C:3]([F:12])=[N:4][CH:5]=[C:6]([C:8]([F:11])([F:10])[F:9])[CH:7]=1.[B:13]1([B:13]2[O:17][C:16]([CH3:19])([CH3:18])[C:15]([CH3:21])([CH3:20])[O:14]2)[O:17][C:16]([CH3:19])([CH3:18])[C:15]([CH3:21])([CH3:20])[O:14]1.CC([O-])=O.[K+].O1CCOCC1.